From a dataset of Reaction yield outcomes from USPTO patents with 853,638 reactions. Predict the reaction yield, written as a fraction of the theoretical maximum amount of product (1.0 means a 100% yield; for example, 0.34 means a 34% yield). (1) The reactants are [Br:1][C:2]1[C:3]([CH3:12])=[C:4]([C:10]#[N:11])[C:5](=[O:9])[NH:6][C:7]=1[CH3:8].[BH4-].[Na+].Cl. The catalyst is CO. The product is [NH2:11][CH2:10][C:4]1[C:5](=[O:9])[NH:6][C:7]([CH3:8])=[C:2]([Br:1])[C:3]=1[CH3:12]. The yield is 0.940. (2) The yield is 1.00. The product is [Cl:10][C:9]1[C:5]([C:3]([OH:4])=[O:2])=[N:6][N:7]([C:13]2[CH:18]=[CH:17][CH:16]=[CH:15][C:14]=2[F:19])[C:8]=1[O:11][CH3:12]. The reactants are C[O:2][C:3]([C:5]1[C:9]([Cl:10])=[C:8]([O:11][CH3:12])[N:7]([C:13]2[CH:18]=[CH:17][CH:16]=[CH:15][C:14]=2[F:19])[N:6]=1)=[O:4].[OH-].[Li+]. The catalyst is O1CCOCC1.